This data is from TCR-epitope binding with 47,182 pairs between 192 epitopes and 23,139 TCRs. The task is: Binary Classification. Given a T-cell receptor sequence (or CDR3 region) and an epitope sequence, predict whether binding occurs between them. The epitope is SLVKPSFYV. The TCR CDR3 sequence is CASSPGHPGGNTIYF. Result: 0 (the TCR does not bind to the epitope).